Dataset: Peptide-MHC class I binding affinity with 185,985 pairs from IEDB/IMGT. Task: Regression. Given a peptide amino acid sequence and an MHC pseudo amino acid sequence, predict their binding affinity value. This is MHC class I binding data. The peptide sequence is MTAGIFLFFM. The MHC is HLA-A68:02 with pseudo-sequence HLA-A68:02. The binding affinity (normalized) is 0.783.